From a dataset of Peptide-MHC class I binding affinity with 185,985 pairs from IEDB/IMGT. Regression. Given a peptide amino acid sequence and an MHC pseudo amino acid sequence, predict their binding affinity value. This is MHC class I binding data. (1) The peptide sequence is YVILKDPRI. The MHC is HLA-A02:06 with pseudo-sequence HLA-A02:06. The binding affinity (normalized) is 0.773. (2) The peptide sequence is NVRYVFLYK. The MHC is HLA-A30:01 with pseudo-sequence HLA-A30:01. The binding affinity (normalized) is 0.788.